Dataset: Catalyst prediction with 721,799 reactions and 888 catalyst types from USPTO. Task: Predict which catalyst facilitates the given reaction. Reactant: C([O:5][C:6](=[O:19])[CH2:7][O:8][CH2:9][CH2:10][O:11][CH2:12][C:13]1[CH:18]=[CH:17][CH:16]=[CH:15][CH:14]=1)CCC.C(O)(C(F)(F)F)=O. Product: [CH2:12]([O:11][CH2:10][CH2:9][O:8][CH2:7][C:6]([OH:19])=[O:5])[C:13]1[CH:18]=[CH:17][CH:16]=[CH:15][CH:14]=1. The catalyst class is: 4.